Dataset: NCI-60 drug combinations with 297,098 pairs across 59 cell lines. Task: Regression. Given two drug SMILES strings and cell line genomic features, predict the synergy score measuring deviation from expected non-interaction effect. Drug 1: CC1=C(C(=O)C2=C(C1=O)N3CC4C(C3(C2COC(=O)N)OC)N4)N. Drug 2: COCCOC1=C(C=C2C(=C1)C(=NC=N2)NC3=CC=CC(=C3)C#C)OCCOC.Cl. Cell line: T-47D. Synergy scores: CSS=26.2, Synergy_ZIP=-1.81, Synergy_Bliss=2.16, Synergy_Loewe=-34.5, Synergy_HSA=0.528.